From a dataset of Catalyst prediction with 721,799 reactions and 888 catalyst types from USPTO. Predict which catalyst facilitates the given reaction. Reactant: [C:1]([O:5][C:6]([N:8]1[CH2:13][CH2:12][CH:11]([S:14]([C:17]2[CH:22]=[CH:21][C:20](Br)=[CH:19][CH:18]=2)(=[O:16])=[O:15])[CH2:10][CH2:9]1)=[O:7])([CH3:4])([CH3:3])[CH3:2].[C:24]([NH2:27])(=[O:26])[CH3:25].CC1(C)C2C(=C(P(C3C=CC=CC=3)C3C=CC=CC=3)C=CC=2)OC2C(P(C3C=CC=CC=3)C3C=CC=CC=3)=CC=CC1=2.C(=O)([O-])[O-].[Cs+].[Cs+]. Product: [C:1]([O:5][C:6]([N:8]1[CH2:13][CH2:12][CH:11]([S:14]([C:17]2[CH:22]=[CH:21][C:20]([NH:27][C:24](=[O:26])[CH3:25])=[CH:19][CH:18]=2)(=[O:16])=[O:15])[CH2:10][CH2:9]1)=[O:7])([CH3:4])([CH3:3])[CH3:2]. The catalyst class is: 62.